From a dataset of Forward reaction prediction with 1.9M reactions from USPTO patents (1976-2016). Predict the product of the given reaction. Given the reactants [O:1]=[C:2]1[CH:7]([NH:8]C(=O)OC(C)(C)C)[CH2:6][CH2:5][CH2:4][N:3]1[C:16]1[CH:21]=[CH:20][CH:19]=[CH:18][CH:17]=1.[C:22]([OH:28])([C:24]([F:27])([F:26])[F:25])=[O:23], predict the reaction product. The product is: [F:25][C:24]([F:27])([F:26])[C:22]([OH:28])=[O:23].[NH2:8][CH:7]1[CH2:6][CH2:5][CH2:4][N:3]([C:16]2[CH:17]=[CH:18][CH:19]=[CH:20][CH:21]=2)[C:2]1=[O:1].